From a dataset of Full USPTO retrosynthesis dataset with 1.9M reactions from patents (1976-2016). Predict the reactants needed to synthesize the given product. (1) Given the product [NH2:25][C:26]([CH3:34])([CH3:33])[CH2:27][C:28]1[S:29][C:30]([C:2]2[CH:7]=[CH:6][N:5]=[C:4]([NH:8][CH:9]3[CH2:14][C:13]([CH3:16])([CH3:15])[NH:12][C:11]([CH3:18])([CH3:17])[CH2:10]3)[N:3]=2)=[CH:31][CH:32]=1, predict the reactants needed to synthesize it. The reactants are: Cl[C:2]1[CH:7]=[CH:6][N:5]=[C:4]([NH:8][CH:9]2[CH2:14][C:13]([CH3:16])([CH3:15])[NH:12][C:11]([CH3:18])([CH3:17])[CH2:10]2)[N:3]=1.C(OC(=O)[NH:25][C:26]([CH3:34])([CH3:33])[CH2:27][C:28]1[S:29][CH:30]=[CH:31][CH:32]=1)(C)(C)C.Cl. (2) The reactants are: C(OC([N:8]1[C:13]2[CH:14]=[C:15]([Cl:24])[CH:16]=[C:17]([C:18]3[CH:23]=[CH:22][N:21]=[CH:20][CH:19]=3)[C:12]=2[O:11][CH:10]([C:25]([N:27]2[CH2:32][CH2:31][C:30]([C:41]#[N:42])([CH2:33][C:34]3[CH:39]=[CH:38][C:37]([F:40])=[CH:36][CH:35]=3)[CH2:29][CH2:28]2)=[O:26])[CH2:9]1)=O)(C)(C)C.C(O)(C(F)(F)F)=O. Given the product [Cl:24][C:15]1[CH:16]=[C:17]([C:18]2[CH:23]=[CH:22][N:21]=[CH:20][CH:19]=2)[C:12]2[O:11][CH:10]([C:25]([N:27]3[CH2:32][CH2:31][C:30]([CH2:33][C:34]4[CH:39]=[CH:38][C:37]([F:40])=[CH:36][CH:35]=4)([C:41]#[N:42])[CH2:29][CH2:28]3)=[O:26])[CH2:9][NH:8][C:13]=2[CH:14]=1, predict the reactants needed to synthesize it. (3) Given the product [OH:38][CH:13]1[CH:14]([NH:18][C:19]([C@@H:20]([NH:25][C:26]([C:28]2[O:29][C:30]3[CH:36]=[CH:35][CH:34]=[CH:33][C:31]=3[CH:32]=2)=[O:27])[CH2:21][CH:22]([CH3:23])[CH3:24])=[O:37])[CH2:15][CH2:16][CH2:17][NH:11][CH2:12]1, predict the reactants needed to synthesize it. The reactants are: C(OC([N:11]1[CH2:17][CH2:16][CH2:15][CH:14]([NH:18][C:19](=[O:37])[C@@H:20]([NH:25][C:26]([C:28]2[O:29][C:30]3[CH:36]=[CH:35][CH:34]=[CH:33][C:31]=3[CH:32]=2)=[O:27])[CH2:21][CH:22]([CH3:24])[CH3:23])[CH:13]([OH:38])[CH2:12]1)=O)C1C=CC=CC=1.C(OCC)(=O)C.[H][H]. (4) Given the product [C:29]([OH:36])(=[O:35])/[CH:30]=[CH:31]/[C:32]([OH:34])=[O:33].[C:25]([O:19][CH2:18][C:17]([N:14]1[CH2:13][CH2:12][C:11]([NH:10][CH2:9][C:8]([N:6]2[CH2:7][C@@H:3]([F:2])[CH2:4][C@H:5]2[C:23]#[N:24])=[O:22])([CH3:21])[CH2:16][CH2:15]1)=[O:20])(=[O:27])[CH3:26], predict the reactants needed to synthesize it. The reactants are: Cl.[F:2][C@@H:3]1[CH2:7][N:6]([C:8](=[O:22])[CH2:9][NH:10][C:11]2([CH3:21])[CH2:16][CH2:15][N:14]([C:17](=[O:20])[CH2:18][OH:19])[CH2:13][CH2:12]2)[C@H:5]([C:23]#[N:24])[CH2:4]1.[C:25](Cl)(=[O:27])[CH3:26].[C:29]([OH:36])(=[O:35])/[CH:30]=[CH:31]/[C:32]([OH:34])=[O:33]. (5) Given the product [F:1][C:2]1[C:7]([F:8])=[CH:6][CH:5]=[CH:4][C:3]=1[C@:9]1([OH:31])[CH2:19][CH2:18][C@H:17]([OH:20])[C:12]2=[N:13][CH:14]=[CH:15][CH:16]=[C:11]2[CH2:10]1, predict the reactants needed to synthesize it. The reactants are: [F:1][C:2]1[C:7]([F:8])=[CH:6][CH:5]=[CH:4][C:3]=1[C@@:9]1([OH:31])[CH2:19][CH2:18][C@H:17]([O:20][Si](C(C)C)(C(C)C)C(C)C)[C:12]2=[N:13][CH:14]=[CH:15][CH:16]=[C:11]2[CH2:10]1.CCCC[N+](CCCC)(CCCC)CCCC.[F-]. (6) The reactants are: [C:1]([S@:5]([NH2:7])=[O:6])([CH3:4])([CH3:3])[CH3:2].[Cl:8][C:9]1[CH:10]=[C:11]([C:18]2[CH:23]=[CH:22][C:21]([C:24](=O)[CH3:25])=[CH:20][CH:19]=2)[C:12]([O:15][CH2:16][CH3:17])=[N:13][CH:14]=1.[BH4-].[Na+]. Given the product [Cl:8][C:9]1[CH:10]=[C:11]([C:18]2[CH:23]=[CH:22][C:21]([CH:24]([NH:7][S@@:5]([C:1]([CH3:4])([CH3:3])[CH3:2])=[O:6])[CH3:25])=[CH:20][CH:19]=2)[C:12]([O:15][CH2:16][CH3:17])=[N:13][CH:14]=1, predict the reactants needed to synthesize it.